This data is from NCI-60 drug combinations with 297,098 pairs across 59 cell lines. The task is: Regression. Given two drug SMILES strings and cell line genomic features, predict the synergy score measuring deviation from expected non-interaction effect. (1) Drug 1: CC1C(C(CC(O1)OC2CC(CC3=C2C(=C4C(=C3O)C(=O)C5=C(C4=O)C(=CC=C5)OC)O)(C(=O)C)O)N)O.Cl. Drug 2: CCC1(CC2CC(C3=C(CCN(C2)C1)C4=CC=CC=C4N3)(C5=C(C=C6C(=C5)C78CCN9C7C(C=CC9)(C(C(C8N6C=O)(C(=O)OC)O)OC(=O)C)CC)OC)C(=O)OC)O.OS(=O)(=O)O. Cell line: SNB-75. Synergy scores: CSS=3.41, Synergy_ZIP=-0.634, Synergy_Bliss=2.00, Synergy_Loewe=-0.475, Synergy_HSA=1.01. (2) Drug 1: CC1=C(C=C(C=C1)C(=O)NC2=CC(=CC(=C2)C(F)(F)F)N3C=C(N=C3)C)NC4=NC=CC(=N4)C5=CN=CC=C5. Drug 2: CCN(CC)CCCC(C)NC1=C2C=C(C=CC2=NC3=C1C=CC(=C3)Cl)OC. Cell line: MDA-MB-435. Synergy scores: CSS=11.5, Synergy_ZIP=-4.91, Synergy_Bliss=-2.13, Synergy_Loewe=-8.33, Synergy_HSA=-4.88.